This data is from Peptide-MHC class I binding affinity with 185,985 pairs from IEDB/IMGT. The task is: Regression. Given a peptide amino acid sequence and an MHC pseudo amino acid sequence, predict their binding affinity value. This is MHC class I binding data. (1) The peptide sequence is GRMEKKTWK. The MHC is HLA-B48:01 with pseudo-sequence HLA-B48:01. The binding affinity (normalized) is 0.0847. (2) The peptide sequence is RCWLIRNGSY. The MHC is HLA-A26:01 with pseudo-sequence HLA-A26:01. The binding affinity (normalized) is 0. (3) The peptide sequence is YSRPWNWTF. The MHC is HLA-A02:03 with pseudo-sequence HLA-A02:03. The binding affinity (normalized) is 0.0847.